The task is: Predict the product of the given reaction.. This data is from Forward reaction prediction with 1.9M reactions from USPTO patents (1976-2016). (1) Given the reactants C(O[P:4]([O:8][CH2:9][CH3:10])[O:5][CH2:6][CH3:7])C.[Br:11][CH2:12][CH2:13][CH2:14]Br, predict the reaction product. The product is: [Br:11][CH2:12][CH2:13][CH2:14][P:4]([O:5][CH2:6][CH3:7])[O:8][CH2:9][CH3:10]. (2) Given the reactants [CH2:1]([NH2:7])[C@@H:2]1[O:6][CH2:5][CH2:4][CH2:3]1.[Cl:8][C:9]1[N:14]=[C:13](Cl)[C:12]([Cl:16])=[CH:11][N:10]=1, predict the reaction product. The product is: [Cl:8][C:9]1[N:14]=[C:13]([NH:7][CH2:1][C@H:2]2[CH2:3][CH2:4][CH2:5][O:6]2)[C:12]([Cl:16])=[CH:11][N:10]=1. (3) The product is: [OH:29][CH2:28][C@H:23]1[C@H:22]2[O:27][C@H:25]([CH2:26][N:20]([S:17]([C:4]3[S:3][CH:2]=[C:6]([C:7]4[S:11][C:10]([NH:12][C:13](=[O:15])[CH3:14])=[N:9][C:8]=4[CH3:16])[CH:5]=3)(=[O:18])=[O:19])[CH2:21]2)[O:24]1. Given the reactants Br[C:2]1[S:3][C:4]([S:17]([N:20]2[CH2:26][CH:25]3[O:27][CH:22]([CH:23]([CH2:28][OH:29])[O:24]3)[CH2:21]2)(=[O:19])=[O:18])=[CH:5][C:6]=1[C:7]1[S:11][C:10]([NH:12][C:13](=[O:15])[CH3:14])=[N:9][C:8]=1[CH3:16].C([Li])CCC, predict the reaction product. (4) Given the reactants [C:1]([O:5][C:6]([NH:8][C:9]1[CH:10]=[N:11][CH:12]=[CH:13][C:14]=1[CH3:15])=[O:7])([CH3:4])([CH3:3])[CH3:2].[CH2:16]([Br:23])[C:17]1[CH:22]=[CH:21][CH:20]=[CH:19][CH:18]=1, predict the reaction product. The product is: [Br-:23].[CH2:16]([N+:11]1[CH:12]=[CH:13][C:14]([CH3:15])=[C:9]([NH:8][C:6]([O:5][C:1]([CH3:4])([CH3:3])[CH3:2])=[O:7])[CH:10]=1)[C:17]1[CH:22]=[CH:21][CH:20]=[CH:19][CH:18]=1. (5) Given the reactants CS(C)=O.C(Cl)(=O)C(Cl)=O.[OH:11][CH2:12][C@@H:13]1[CH2:17][CH2:16][CH2:15][N:14]1[C:18]([C@@H:20]([CH2:29][CH:30]=[CH2:31])[CH2:21][C:22]([O:24][C:25]([CH3:28])([CH3:27])[CH3:26])=[O:23])=[O:19].C(N(CC)CC)C, predict the reaction product. The product is: [CH:12]([C@@H:13]1[CH2:17][CH2:16][CH2:15][N:14]1[C:18]([C@@H:20]([CH2:29][CH:30]=[CH2:31])[CH2:21][C:22]([O:24][C:25]([CH3:26])([CH3:27])[CH3:28])=[O:23])=[O:19])=[O:11].